From a dataset of Reaction yield outcomes from USPTO patents with 853,638 reactions. Predict the reaction yield, written as a fraction of the theoretical maximum amount of product (1.0 means a 100% yield; for example, 0.34 means a 34% yield). (1) The reactants are C[Si](N[Si](C)(C)C)(C)C.[Li][CH2:11][CH2:12][CH2:13]C.[O:15]=[C:16]1[N:20]([C:21]([O:23][C:24]([CH3:27])([CH3:26])[CH3:25])=[O:22])[C@H:19]([C:28]([O:30][CH2:31][CH3:32])=[O:29])[CH2:18][CH2:17]1.C[Si](C)(C)[N-][Si](C)(C)C.[Li+].BrCC=C. The catalyst is C1COCC1.CCCCCC. The product is [CH2:13]([C@H:17]1[C:16](=[O:15])[N:20]([C:21]([O:23][C:24]([CH3:27])([CH3:26])[CH3:25])=[O:22])[C@H:19]([C:28]([O:30][CH2:31][CH3:32])=[O:29])[CH2:18]1)[CH:12]=[CH2:11]. The yield is 0.160. (2) The reactants are [Cl:1][C:2]1[CH:3]=[C:4]([C:10]2[CH:14]=[CH:13][N:12]([CH2:15][C@@H:16]([NH:18][C:19]([C:21]3[NH:25][N:24]=[C:23]([CH:26]([OH:28])[CH3:27])[CH:22]=3)=[O:20])[CH3:17])[N:11]=2)[CH:5]=[CH:6][C:7]=1[C:8]#[N:9].[C:29](OC(=O)C)(=[O:31])[CH3:30]. The catalyst is CN(C1C=CN=CC=1)C.N1C=CC=CC=1. The product is [C:29]([O:28][CH:26]([C:23]1[CH:22]=[C:21]([C:19](=[O:20])[NH:18][C@@H:16]([CH3:17])[CH2:15][N:12]2[CH:13]=[CH:14][C:10]([C:4]3[CH:5]=[CH:6][C:7]([C:8]#[N:9])=[C:2]([Cl:1])[CH:3]=3)=[N:11]2)[NH:25][N:24]=1)[CH3:27])(=[O:31])[CH3:30]. The yield is 0.589. (3) The reactants are C(OC(=O)[N:7]([C:16]1[CH:21]=[CH:20][C:19]([C:22]([C:24]2[C:32]3[C:27](=[N:28][CH:29]=[C:30]([Cl:33])[CH:31]=3)[NH:26][CH:25]=2)=[O:23])=[CH:18][N:17]=1)[CH2:8][C:9]1[CH:14]=[CH:13][CH:12]=[CH:11][C:10]=1[F:15])(C)(C)C.FC(F)(F)C(O)=O.C(=O)([O-])[O-].[K+].[K+]. The catalyst is ClCCl. The product is [Cl:33][C:30]1[CH:31]=[C:32]2[C:24]([C:22]([C:19]3[CH:18]=[N:17][C:16]([NH:7][CH2:8][C:9]4[CH:14]=[CH:13][CH:12]=[CH:11][C:10]=4[F:15])=[CH:21][CH:20]=3)=[O:23])=[CH:25][NH:26][C:27]2=[N:28][CH:29]=1. The yield is 0.120. (4) The reactants are [CH2:1]([N:8]1[C:17]2[C:16]3[CH:18]=[CH:19][CH:20]=[CH:21][C:15]=3[N:14](C(C3C=CC=CC=3)=O)[CH2:13][CH2:12][C:11]=2[N:10]=[C:9]1[CH3:30])[C:2]1[CH:7]=[CH:6][CH:5]=[CH:4][CH:3]=1.Cl. The catalyst is CO. The product is [CH2:1]([N:8]1[C:17]2[C:16]3[CH:18]=[CH:19][CH:20]=[CH:21][C:15]=3[NH:14][CH2:13][CH2:12][C:11]=2[N:10]=[C:9]1[CH3:30])[C:2]1[CH:3]=[CH:4][CH:5]=[CH:6][CH:7]=1. The yield is 0.780. (5) The reactants are [NH:1]1[CH2:4][CH:3]([O:5][C:6]2[CH:11]=[CH:10][C:9]([C:12]3[NH:21][C:20](=[O:22])[C:19]4[C:14](=[CH:15][C:16]([O:25][CH3:26])=[CH:17][C:18]=4[O:23][CH3:24])[N:13]=3)=[CH:8][C:7]=2[C:27]2[CH:32]=[CH:31][C:30]([C:33]#[N:34])=[CH:29][CH:28]=2)[CH2:2]1.C=O.O.[C:38]([O-])(=O)C.[Na+].C(O)(=O)C.C(O[BH-](OC(=O)C)OC(=O)C)(=O)C.[Na+]. The catalyst is ClCCCl.CO. The product is [CH3:24][O:23][C:18]1[CH:17]=[C:16]([O:25][CH3:26])[CH:15]=[C:14]2[C:19]=1[C:20](=[O:22])[NH:21][C:12]([C:9]1[CH:10]=[CH:11][C:6]([O:5][CH:3]3[CH2:2][N:1]([CH3:38])[CH2:4]3)=[C:7]([C:27]3[CH:28]=[CH:29][C:30]([C:33]#[N:34])=[CH:31][CH:32]=3)[CH:8]=1)=[N:13]2. The yield is 0.700. (6) The reactants are [NH:1]([C:3]1[N:4]=[N:5][C:6]([I:9])=[CH:7][CH:8]=1)[NH2:2].CO.[CH2:12]([O:14][C:15](=[O:18])[CH:16]=O)[CH3:13].C(O)(=O)C.C(O)(=O)C.IC1C=CC=CC=1. The catalyst is C(Cl)Cl. The product is [I:9][C:6]1[CH:7]=[CH:8][C:3]2[N:4]([C:16]([C:15]([O:14][CH2:12][CH3:13])=[O:18])=[N:2][N:1]=2)[N:5]=1. The yield is 0.650. (7) The reactants are Cl[C:2]1[C:3](=[O:26])[N:4]([CH2:15][C:16]2[CH:21]=[CH:20][C:19]([O:22][CH:23]([F:25])[F:24])=[CH:18][CH:17]=2)[S:5](=[O:14])(=[O:13])[C:6]=1[C:7]1[CH:12]=[CH:11][CH:10]=[CH:9][CH:8]=1.[O:27]1[CH2:32][CH2:31][N:30]([C:33]2[CH:39]=[CH:38][C:36]([NH2:37])=[CH:35][CH:34]=2)[CH2:29][CH2:28]1. The catalyst is CC#N. The product is [F:24][CH:23]([F:25])[O:22][C:19]1[CH:20]=[CH:21][C:16]([CH2:15][N:4]2[C:3](=[O:26])[C:2]([NH:37][C:36]3[CH:35]=[CH:34][C:33]([N:30]4[CH2:31][CH2:32][O:27][CH2:28][CH2:29]4)=[CH:39][CH:38]=3)=[C:6]([C:7]3[CH:12]=[CH:11][CH:10]=[CH:9][CH:8]=3)[S:5]2(=[O:14])=[O:13])=[CH:17][CH:18]=1. The yield is 0.260. (8) The reactants are [CH2:1]([NH:8][C:9]([C:11]1[S:15][C:14]([NH:16][C:17](=[O:26])[C:18]2[CH:23]=[CH:22][N:21]=[C:20]([O:24]C)[CH:19]=2)=[N:13][C:12]=1[CH3:27])=[O:10])[C:2]1[CH:7]=[CH:6][CH:5]=[CH:4][CH:3]=1.I[Si](C)(C)C.CO. The catalyst is C(Cl)(Cl)Cl. The product is [CH2:1]([NH:8][C:9]([C:11]1[S:15][C:14]([NH:16][C:17]([C:18]2[CH:23]=[CH:22][NH:21][C:20](=[O:24])[CH:19]=2)=[O:26])=[N:13][C:12]=1[CH3:27])=[O:10])[C:2]1[CH:7]=[CH:6][CH:5]=[CH:4][CH:3]=1. The yield is 0.550. (9) The reactants are [C:1]1([C:7]2[C:8](=O)[NH:9][C:10](=O)[NH:11][CH:12]=2)[CH:6]=[CH:5][CH:4]=[CH:3][CH:2]=1.[ClH:15].C(N(CC)CC)C.O=P(Cl)(Cl)[Cl:25]. No catalyst specified. The product is [Cl:15][C:10]1[N:9]=[C:8]([Cl:25])[C:7]([C:1]2[CH:6]=[CH:5][CH:4]=[CH:3][CH:2]=2)=[CH:12][N:11]=1. The yield is 1.00.